Dataset: Reaction yield outcomes from USPTO patents with 853,638 reactions. Task: Predict the reaction yield, written as a fraction of the theoretical maximum amount of product (1.0 means a 100% yield; for example, 0.34 means a 34% yield). (1) The reactants are Cl[C:2]1[N:3]([CH2:18][CH2:19][CH3:20])[C:4](=[O:17])[C:5]2[NH:6][C:7]([C:11]3[CH:12]=[N:13][N:14]([CH3:16])[CH:15]=3)=[N:8][C:9]=2[N:10]=1.CN1CCCC1=O.C(=O)([O-])[O-].[K+].[K+].[F:34][C:35]1[CH:36]=[C:37]([OH:41])[CH:38]=[CH:39][CH:40]=1. The catalyst is O. The yield is 0.750. The product is [F:34][C:35]1[CH:36]=[C:37]([CH:38]=[CH:39][CH:40]=1)[O:41][C:2]1[N:3]([CH2:18][CH2:19][CH3:20])[C:4](=[O:17])[C:5]2[NH:6][C:7]([C:11]3[CH:12]=[N:13][N:14]([CH3:16])[CH:15]=3)=[N:8][C:9]=2[N:10]=1. (2) The reactants are [Br:1][C:2]1[C:3]([CH3:10])=[CH:4][C:5]([C:8]#[N:9])=[N:6][CH:7]=1.[N-:11]=[N+:12]=[N-:13].[Na+].Cl.C(N(CC)CC)C. The catalyst is C1(C)C(C)=CC=CC=1. The product is [Br:1][C:2]1[C:3]([CH3:10])=[CH:4][C:5]([C:8]2[N:11]=[N:12][NH:13][N:9]=2)=[N:6][CH:7]=1. The yield is 0.800. (3) The reactants are Br[C:2]1[CH:7]=[CH:6][CH:5]=[CH:4][C:3]=1[CH2:8][CH2:9][NH:10][C:11]([CH:13]1[CH2:18][CH:17]([CH3:19])[CH2:16][CH2:15][CH:14]1[CH:20]([CH3:22])[CH3:21])=[O:12].[C:23]([Cu])#[N:24]. The catalyst is CN1C(=O)CCC1. The product is [C:23]([C:2]1[CH:7]=[CH:6][CH:5]=[CH:4][C:3]=1[CH2:8][CH2:9][NH:10][C:11]([CH:13]1[CH2:18][CH:17]([CH3:19])[CH2:16][CH2:15][CH:14]1[CH:20]([CH3:22])[CH3:21])=[O:12])#[N:24]. The yield is 0.810. (4) The reactants are [C:1]([O:4][C:5]1[CH:11]=[CH:10][CH:9]=[C:7]([OH:8])[CH:6]=1)(=[O:3])[CH3:2].[H-].[Na+].[CH2:14](Br)[C:15]1[CH:20]=[CH:19][CH:18]=[CH:17][CH:16]=1. The catalyst is CN(C=O)C. The product is [C:1]([O:4][C:5]1[CH:11]=[CH:10][CH:9]=[C:7]([O:8][CH2:14][C:15]2[CH:20]=[CH:19][CH:18]=[CH:17][CH:16]=2)[CH:6]=1)(=[O:3])[CH3:2]. The yield is 0.550. (5) The reactants are [C:1]([NH:11][C@@H:12]([C:16]([OH:18])=O)[CH:13]([CH3:15])[CH3:14])([O:3][CH2:4][C:5]1[CH:10]=[CH:9][CH:8]=[CH:7][CH:6]=1)=[O:2].CN1CCOCC1.[NH2:26][CH2:27][C:28]([O:32][CH3:33])([O:30][CH3:31])C. The catalyst is C1COCC1. The product is [CH3:31][O:30][CH:28]([O:32][CH3:33])[CH2:27][NH:26][C:16](=[O:18])[C@H:12]([NH:11][C:1](=[O:2])[O:3][CH2:4][C:5]1[CH:6]=[CH:7][CH:8]=[CH:9][CH:10]=1)[CH:13]([CH3:14])[CH3:15]. The yield is 0.995.